Dataset: Peptide-MHC class II binding affinity with 134,281 pairs from IEDB. Task: Regression. Given a peptide amino acid sequence and an MHC pseudo amino acid sequence, predict their binding affinity value. This is MHC class II binding data. (1) The peptide sequence is EIVQFLEETFAAYDQ. The MHC is DRB1_0401 with pseudo-sequence DRB1_0401. The binding affinity (normalized) is 0.485. (2) The peptide sequence is LLIDVVTYLVALIPE. The MHC is DRB1_1201 with pseudo-sequence DRB1_1201. The binding affinity (normalized) is 0.208. (3) The MHC is HLA-DQA10501-DQB10301 with pseudo-sequence HLA-DQA10501-DQB10301. The binding affinity (normalized) is 0.556. The peptide sequence is EKKYFAAAQFEPLAA. (4) The peptide sequence is SQPATGAATVAAGAA. The MHC is DRB1_1001 with pseudo-sequence DRB1_1001. The binding affinity (normalized) is 0.250. (5) The peptide sequence is YLGFVQDAATYAVTT. The MHC is HLA-DQA10102-DQB10602 with pseudo-sequence HLA-DQA10102-DQB10602. The binding affinity (normalized) is 0.483. (6) The peptide sequence is AFKVAATIANAAPAN. The MHC is DRB1_0401 with pseudo-sequence DRB1_0401. The binding affinity (normalized) is 0.816. (7) The peptide sequence is VSTFSSGLVWGQKYF. The MHC is HLA-DPA10103-DPB10301 with pseudo-sequence HLA-DPA10103-DPB10301. The binding affinity (normalized) is 0.0421. (8) The peptide sequence is RTEIDKPSQHHHHHH. The MHC is HLA-DPA10201-DPB10501 with pseudo-sequence HLA-DPA10201-DPB10501. The binding affinity (normalized) is 0.0328. (9) The binding affinity (normalized) is 0.197. The MHC is DRB1_1501 with pseudo-sequence DRB1_1501. The peptide sequence is MASSSSVLLVVVLFA.